From a dataset of Catalyst prediction with 721,799 reactions and 888 catalyst types from USPTO. Predict which catalyst facilitates the given reaction. (1) Reactant: [Cl:1][C:2]1[C:7]([N+:8]([O-])=O)=[C:6]([NH2:11])[CH:5]=[C:4]([Cl:12])[N:3]=1. Product: [Cl:1][C:2]1[C:7]([NH2:8])=[C:6]([NH2:11])[CH:5]=[C:4]([Cl:12])[N:3]=1. The catalyst class is: 94. (2) The catalyst class is: 424. Product: [C:11]([C:10]1[CH:14]=[CH:6][C:5]([NH:9][C:23](=[O:24])[O:25][C:26]([CH3:27])([CH3:28])[CH3:29])=[CH:4][CH:3]=1)#[CH:12]. Reactant: C([C:3]1[CH:4]=[C:5]([NH2:9])[CH:6]=CC=1)#C.[CH2:10]1[CH2:14]O[CH2:12][CH2:11]1.[C:23](O[C:23]([O:25][C:26]([CH3:29])([CH3:28])[CH3:27])=[O:24])([O:25][C:26]([CH3:29])([CH3:28])[CH3:27])=[O:24].